Dataset: Full USPTO retrosynthesis dataset with 1.9M reactions from patents (1976-2016). Task: Predict the reactants needed to synthesize the given product. (1) Given the product [N:10]1([C:6]2[CH:5]=[C:4]([NH2:1])[CH:9]=[CH:8][CH:7]=2)[CH2:11][CH2:12][O:13][CH2:14][CH2:15]1, predict the reactants needed to synthesize it. The reactants are: [N+:1]([C:4]1[CH:5]=[C:6]([N:10]2[CH2:15][CH2:14][O:13][CH2:12][CH2:11]2)[CH:7]=[CH:8][CH:9]=1)([O-])=O. (2) Given the product [O:14]([CH:11]=[CH2:12])[S:27]([C:30]([F:33])([F:32])[F:31])(=[O:29])=[O:28], predict the reactants needed to synthesize it. The reactants are: C(NC(C)C)(C)C.C(=O)=O.[CH2:11]([OH:14])[CH2:12]O.[Li]CCCC.C1C=CC(N([S:27]([C:30]([F:33])([F:32])[F:31])(=[O:29])=[O:28])[S:27]([C:30]([F:33])([F:32])[F:31])(=[O:29])=[O:28])=CC=1. (3) Given the product [CH3:46][C:34]1[N:33]([CH2:32][C:29]2[CH:30]=[CH:31][C:26]([C:21]3[C:20]([C:18]([OH:19])=[O:17])=[CH:25][CH:24]=[CH:23][CH:22]=3)=[CH:27][CH:28]=2)[C:41]2[C:36]([C:35]=1[CH3:45])=[CH:37][C:38]([C:42](=[O:43])[NH:12][CH2:11][C:1]1[C:10]3[C:5](=[CH:6][CH:7]=[CH:8][CH:9]=3)[CH:4]=[CH:3][CH:2]=1)=[CH:39][CH:40]=2, predict the reactants needed to synthesize it. The reactants are: [C:1]1([CH2:11][NH2:12])[C:10]2[C:5](=[CH:6][CH:7]=[CH:8][CH:9]=2)[CH:4]=[CH:3][CH:2]=1.C([O:17][C:18]([C:20]1[CH:25]=[CH:24][CH:23]=[CH:22][C:21]=1[C:26]1[CH:31]=[CH:30][C:29]([CH2:32][N:33]2[C:41]3[C:36](=[CH:37][C:38]([C:42](O)=[O:43])=[CH:39][CH:40]=3)[C:35]([CH3:45])=[C:34]2[CH3:46])=[CH:28][CH:27]=1)=[O:19])(C)(C)C. (4) Given the product [NH:1]1[C:5]2[CH:6]=[CH:7][CH:8]=[CH:9][C:4]=2[NH:3][C:2]1=[C:10]([C:11]([C:13]1[CH:18]=[CH:17][CH:16]=[C:15]([F:19])[CH:14]=1)=[O:12])[C:20]([C:22]1[CH:27]=[CH:26][CH:25]=[C:24]([CH:28]([OH:33])[CH2:29][CH:30]([OH:32])[CH3:31])[CH:23]=1)=[O:21], predict the reactants needed to synthesize it. The reactants are: [NH:1]1[C:5]2[CH:6]=[CH:7][CH:8]=[CH:9][C:4]=2[NH:3][C:2]1=[C:10]([C:20]([C:22]1[CH:27]=[CH:26][CH:25]=[C:24]([CH:28]([OH:33])[CH2:29][C:30](=[O:32])[CH3:31])[CH:23]=1)=[O:21])[C:11]([C:13]1[CH:18]=[CH:17][CH:16]=[C:15]([F:19])[CH:14]=1)=[O:12].[BH4-].[Na+].